From a dataset of Drug-target binding data from BindingDB using IC50 measurements. Regression. Given a target protein amino acid sequence and a drug SMILES string, predict the binding affinity score between them. We predict pIC50 (pIC50 = -log10(IC50 in M); higher means more potent). Dataset: bindingdb_ic50. (1) The drug is CCCCCCCCOc1ccc(NC(=O)C(CC(=O)OC(C)(C)C)NC(=O)/C=C/c2ccc(O)c(O)c2)cc1. The target protein sequence is GTIYWMYTAYNSPTLYTKHYVQTINQQPLASSRWAACAIGGVLASFIQILATLFEWIFVPREWAGAQHLSRRMLFLVLIFLLNLVPPVYTFQITKLVIYSKSAYAVSIVGFFIAVATLVFFAVMPLGGLFTSYMNKRSRRYIASQTFTANYIKLKGLDMWMSYLLWFLVFLAKLVESYFFLTLSLRDPIRNLSTMTMRCVGEVWYKDIVCRNQAKIVLGLMYLVDLLLFFLDTYMWYIICNCIFSIGRSFYLGISILTPWRNIFTRLPKRIYSKILATTEMEIKYKPKVLISQIWNAIVISMYREHLLAIDHVQKLLYHQVPSEIEGKRTLRAPTFFVSQDDNNFETEFFPRNSEAERRISFFAQSLATPMPEPLPVDNMPTFTVFTPHYSEKILLSLREIIREDDQFSRVTLLEYLKQLHPVEWDCFVKDTKILAEETAAYENGDDSEKLSEDGLKSKIDDLPFYCIGFKSAAPEYTLRTRIWASLRSQTLYRTVSGFM.... The pIC50 is 4.2. (2) The drug is CC(C)NCC1(C(=O)N2CC[C@](c3ccc(C(F)(C(F)(F)F)C(F)(F)F)cc3)(S(=O)(=O)c3ccc(F)cc3)C2)CCS(=O)(=O)CC1. The target protein sequence is APYASLTEIEHLVQSVCKSYRETCQLRLEDLLRQRSNIFSREEVTGYQRKSMWEMWERCAHHLTEAIQYVVEFAKRLSGFMELCQNDQIVLLKAGAMEVVLVRMCRAYNADNRTVFFEGKYGGMELFRALGCSELISSIFDFSHSLSALHFSEDEIALYTALVLINAHRPGLQEKRKVEQLQYNLELAFHHHLCKTHRQSILAKLPPKGKLRSLCSQHVERLQIFQHLHPIVVQAAFPPLYKELFS. The pIC50 is 6.1. (3) The drug is c1ccc2c(c1)Nc1ccccc1S2. The target protein (P33302) has sequence MPEAKLNNNVNDVTSYSSASSSTENAADLHNYNGFDEHTEARIQKLARTLTAQSMQNSTQSAPNKSDAQSIFSSGVEGVNPIFSDPEAPGYDPKLDPNSENFSSAAWVKNMAHLSAADPDFYKPYSLGCAWKNLSASGASADVAYQSTVVNIPYKILKSGLRKFQRSKETNTFQILKPMDGCLNPGELLVVLGRPGSGCTTLLKSISSNTHGFDLGADTKISYSGYSGDDIKKHFRGEVVYNAEADVHLPHLTVFETLVTVARLKTPQNRIKGVDRESYANHLAEVAMATYGLSHTRNTKVGNDIVRGVSGGERKRVSIAEVSICGSKFQCWDNATRGLDSATALEFIRALKTQADISNTSATVAIYQCSQDAYDLFNKVCVLDDGYQIYYGPADKAKKYFEDMGYVCPSRQTTADFLTSVTSPSERTLNKDMLKKGIHIPQTPKEMNDYWVKSPNYKELMKEVDQRLLNDDEASREAIKEAHIAKQSKRARPSSPYTVS.... The pIC50 is 3.4. (4) The drug is CCCCOc1cc(OCCCN(CC)CC)ccc1NC(=O)c1cc(-c2ccc(Oc3ccccn3)cc2)nn1C. The target protein (Q15109) has sequence MAAGTAVGAWVLVLSLWGAVVGAQNITARIGEPLVLKCKGAPKKPPQRLEWKLNTGRTEAWKVLSPQGGGPWDSVARVLPNGSLFLPAVGIQDEGIFRCQAMNRNGKETKSNYRVRVYQIPGKPEIVDSASELTAGVPNKVGTCVSEGSYPAGTLSWHLDGKPLVPNEKGVSVKEQTRRHPETGLFTLQSELMVTPARGGDPRPTFSCSFSPGLPRHRALRTAPIQPRVWEPVPLEEVQLVVEPEGGAVAPGGTVTLTCEVPAQPSPQIHWMKDGVPLPLPPSPVLILPEIGPQDQGTYSCVATHSSHGPQESRAVSISIIEPGEEGPTAGSVGGSGLGTLALALGILGGLGTAALLIGVILWQRRQRRGEERKAPENQEEEEERAELNQSEEPEAGESSTGGP. The pIC50 is 4.7. (5) The small molecule is CCCc1cc(C)[nH]c(=O)c1CNC(=O)c1cc(-c2ccnc(N3CCN(C)CC3)c2)cc2c1cnn2C(C)C. The target protein (Q8NEZ4) has sequence MSSEEDKSVEQPQPPPPPPEEPGAPAPSPAAADKRPRGRPRKDGASPFQRARKKPRSRGKTAVEDEDSMDGLETTETETIVETEIKEQSAEEDAEAEVDNSKQLIPTLQRSVSEESANSLVSVGVEAKISEQLCAFCYCGEKSSLGQGDLKQFRITPGFILPWRNQPSNKKDIDDNSNGTYEKMQNSAPRKQRGQRKERSPQQNIVSCVSVSTQTASDDQAGKLWDELSLVGLPDAIDIQALFDSTGTCWAHHRCVEWSLGVCQMEEPLLVNVDKAVVSGSTERCAFCKHLGATIKCCEEKCTQMYHYPCAAGAGTFQDFSHIFLLCPEHIDQAPERSKEDANCAVCDSPGDLLDQFFCTTCGQHYHGMCLDIAVTPLKRAGWQCPECKVCQNCKQSGEDSKMLVCDTCDKGYHTFCLQPVMKSVPTNGWKCKNCRICIECGTRSSSQWHHNCLICDNCYQQQDNLCPFCGKCYHPELQKDMLHCNMCKRWVHLECDKPT.... The pIC50 is 4.0. (6) The small molecule is CC[C@H](C)[C@H](NC(=O)[C@@H](NC(=O)[C@H](CC(C)C)NC(=O)[C@H](Cc1cnc[nH]1)NC(=O)[C@H](Cc1ccccc1)NC(=O)OC(C)(C)C)C(C)C)C(=O)N[C@@H](Cc1cnc[nH]1)C(=O)OC. The target protein (P06281) has sequence MDRRRMPLWALLLLWSPCTFSLPTRTATFERIPLKKMPSVREILEERGVDMTRLSAEWGVFTKRPSLTNLTSPVVLTNYLNTQYYGEIGIGTPPQTFKVIFDTGSANLWVPSTKCSRLYLACGIHSLYESSDSSSYMENGSDFTIHYGSGRVKGFLSQDSVTVGGITVTQTFGEVTELPLIPFMLAKFDGVLGMGFPAQAVGGVTPVFDHILSQGVLKEEVFSVYYNRGSHLLGGEVVLGGSDPQHYQGNFHYVSISKTDSWQITMKGVSVGSSTLLCEEGCAVVVDTGSSFISAPTSSLKLIMQALGAKEKRIEEYVVNCSQVPTLPDISFDLGGRAYTLSSTDYVLQYPNRRDKLCTLALHAMDIPPPTGPVWVLGATFIRKFYTEFDRHNNRIGFALAR. The pIC50 is 5.2.